Dataset: Reaction yield outcomes from USPTO patents with 853,638 reactions. Task: Predict the reaction yield, written as a fraction of the theoretical maximum amount of product (1.0 means a 100% yield; for example, 0.34 means a 34% yield). (1) The reactants are [CH2:1]([O:3][C:4](=[O:27])[C:5]1[CH:10]=[CH:9][C:8]([O:11][CH2:12][CH2:13][NH:14][C:15]([C:17]2[O:18][C:19]3[CH:26]=[CH:25][CH:24]=[CH:23][C:20]=3[C:21]=2[CH3:22])=[O:16])=[CH:7][CH:6]=1)[CH3:2].Br[N:29]1[C:33](=O)CC[C:30]1=O. No catalyst specified. The product is [CH2:1]([O:3][C:4](=[O:27])[C:5]1[CH:10]=[CH:9][C:8]([O:11][CH2:12][CH2:13][NH:14][C:15]([C:17]2[O:18][C:19]3[CH:26]=[CH:25][CH:24]=[CH:23][C:20]=3[C:21]=2[CH2:22][N:29]([CH3:33])[CH3:30])=[O:16])=[CH:7][CH:6]=1)[CH3:2]. The yield is 0.609. (2) The reactants are C(N(CC)CC)C.C(O)=O.[C:11]([C:14]1[CH:19]=[CH:18][N:17]=[CH:16][CH:15]=1)(=[O:13])[CH3:12].C([O-])([O-])=O.[Na+].[Na+]. The catalyst is [Ru]. The product is [N:17]1[CH:18]=[CH:19][C:14]([C@H:11]([OH:13])[CH3:12])=[CH:15][CH:16]=1. The yield is 0.529. (3) The reactants are Cl.[C:2]([C:4]1[CH:5]=[C:6]([C:10]2[N:11]=[C:12]3[N:16]([C:17]=2[C:18]2[CH:23]=[CH:22][N:21]=[C:20]([NH:24][C@@H:25]4[CH2:30][CH2:29][CH2:28][NH:27][CH2:26]4)[N:19]=2)[CH:15]=[CH:14][S:13]3)[CH:7]=[CH:8][CH:9]=1)#[N:3].C(N(CC)CC)C.[Cl:38][C:39]1[CH:44]=[CH:43][C:42]([S:45](Cl)(=[O:47])=[O:46])=[CH:41][CH:40]=1. The catalyst is ClCCl. The product is [Cl:38][C:39]1[CH:44]=[CH:43][C:42]([S:45]([N:27]2[CH2:28][CH2:29][CH2:30][C@@H:25]([NH:24][C:20]3[N:19]=[C:18]([C:17]4[N:16]5[C:12]([S:13][CH:14]=[CH:15]5)=[N:11][C:10]=4[C:6]4[CH:7]=[CH:8][CH:9]=[C:4]([C:2]#[N:3])[CH:5]=4)[CH:23]=[CH:22][N:21]=3)[CH2:26]2)(=[O:47])=[O:46])=[CH:41][CH:40]=1. The yield is 0.970. (4) The reactants are [Cl:1][C:2]1[N:10]=[C:9]2[C:5]([NH:6][CH:7]=[N:8]2)=[C:4](Cl)[N:3]=1.[CH2:12]([NH2:19])[C:13]1[CH:18]=[CH:17][CH:16]=[CH:15][CH:14]=1.C(N(CC)CC)C. The catalyst is C(O)CCC. The product is [Cl:1][C:2]1[N:10]=[C:9]2[C:5]([NH:6][CH:7]=[N:8]2)=[C:4]([NH:19][CH2:12][C:13]2[CH:18]=[CH:17][CH:16]=[CH:15][CH:14]=2)[N:3]=1. The yield is 0.950.